From a dataset of Peptide-MHC class I binding affinity with 185,985 pairs from IEDB/IMGT. Regression. Given a peptide amino acid sequence and an MHC pseudo amino acid sequence, predict their binding affinity value. This is MHC class I binding data. (1) The peptide sequence is TYPKALVFI. The MHC is Mamu-A01 with pseudo-sequence Mamu-A01. The binding affinity (normalized) is 0.0738. (2) The peptide sequence is WRFDSRLAF. The MHC is HLA-B44:03 with pseudo-sequence HLA-B44:03. The binding affinity (normalized) is 0.0500. (3) The peptide sequence is QMFETTMRGA. The MHC is HLA-A02:03 with pseudo-sequence HLA-A02:03. The binding affinity (normalized) is 0.789. (4) The peptide sequence is HLAGFIHAC. The MHC is HLA-A30:01 with pseudo-sequence HLA-A30:01. The binding affinity (normalized) is 0.0470. (5) The peptide sequence is EYLESRMSFI. The MHC is H-2-Kd with pseudo-sequence H-2-Kd. The binding affinity (normalized) is 0.695. (6) The peptide sequence is TTGSIIKLR. The MHC is HLA-A31:01 with pseudo-sequence HLA-A31:01. The binding affinity (normalized) is 0.447. (7) The peptide sequence is HGFRFEVKK. The MHC is HLA-A11:01 with pseudo-sequence HLA-A11:01. The binding affinity (normalized) is 0.588.